From a dataset of Reaction yield outcomes from USPTO patents with 853,638 reactions. Predict the reaction yield, written as a fraction of the theoretical maximum amount of product (1.0 means a 100% yield; for example, 0.34 means a 34% yield). (1) The catalyst is COCCOC.C1C=CC([P]([Pd]([P](C2C=CC=CC=2)(C2C=CC=CC=2)C2C=CC=CC=2)([P](C2C=CC=CC=2)(C2C=CC=CC=2)C2C=CC=CC=2)[P](C2C=CC=CC=2)(C2C=CC=CC=2)C2C=CC=CC=2)(C2C=CC=CC=2)C2C=CC=CC=2)=CC=1. The product is [F:21][C:19]1([F:22])[O:18][C:17]2[CH:23]=[CH:24][C:14]([C:11]3([C:9]([NH:8][C:6]4[N:7]=[C:2]([C:34]5[C:29]([O:28][CH3:27])=[N:30][CH:31]=[CH:32][CH:33]=5)[C:3]([CH3:26])=[C:4]([CH3:25])[CH:5]=4)=[O:10])[CH2:13][CH2:12]3)=[CH:15][C:16]=2[O:20]1. The reactants are Cl[C:2]1[N:7]=[C:6]([NH:8][C:9]([C:11]2([C:14]3[CH:24]=[CH:23][C:17]4[O:18][C:19]([F:22])([F:21])[O:20][C:16]=4[CH:15]=3)[CH2:13][CH2:12]2)=[O:10])[CH:5]=[C:4]([CH3:25])[C:3]=1[CH3:26].[CH3:27][O:28][C:29]1[C:34](B(O)O)=[CH:33][CH:32]=[CH:31][N:30]=1.C([O-])([O-])=O.[Na+].[Na+]. The yield is 0.550. (2) The reactants are [CH3:1][C:2]1([CH3:9])[CH2:7][CH2:6][C:5](=[O:8])[CH:4]=[CH:3]1.[H][H]. The catalyst is [Pd].CCCCC. The product is [CH3:1][C:2]1([CH3:9])[CH2:7][CH2:6][C:5](=[O:8])[CH2:4][CH2:3]1. The yield is 0.980.